Dataset: Reaction yield outcomes from USPTO patents with 853,638 reactions. Task: Predict the reaction yield, written as a fraction of the theoretical maximum amount of product (1.0 means a 100% yield; for example, 0.34 means a 34% yield). (1) The reactants are C[O:2][C:3]([C:5]1[C:10]([C:11]2[CH:16]=[CH:15][C:14]([Cl:17])=[CH:13][C:12]=2[Cl:18])=[CH:9][N:8]2[CH:19]=[CH:20][N:21]=[C:7]2[CH:6]=1)=O.CO.[Li+].[BH4-]. The catalyst is C1COCC1. The product is [Cl:18][C:12]1[CH:13]=[C:14]([Cl:17])[CH:15]=[CH:16][C:11]=1[C:10]1[C:5]([CH2:3][OH:2])=[CH:6][C:7]2[N:8]([CH:19]=[CH:20][N:21]=2)[CH:9]=1. The yield is 0.430. (2) The reactants are Br[C:2]1[CH:11]=[N:10][CH:9]=[CH:8][C:3]=1[C:4]([O:6][CH3:7])=[O:5].[F:12][C:13]1[CH:20]=[CH:19][C:16]([CH2:17][NH2:18])=[CH:15][CH:14]=1.CC1(C)C2C(=C(P(C3C=CC=CC=3)C3C=CC=CC=3)C=CC=2)OC2C(P(C3C=CC=CC=3)C3C=CC=CC=3)=CC=CC1=2.C(=O)([O-])[O-].[Cs+].[Cs+]. The catalyst is O1CCOCC1.C1C=CC(/C=C/C(/C=C/C2C=CC=CC=2)=O)=CC=1.C1C=CC(/C=C/C(/C=C/C2C=CC=CC=2)=O)=CC=1.C1C=CC(/C=C/C(/C=C/C2C=CC=CC=2)=O)=CC=1.[Pd].[Pd]. The product is [F:12][C:13]1[CH:20]=[CH:19][C:16]([CH2:17][NH:18][C:2]2[CH:11]=[N:10][CH:9]=[CH:8][C:3]=2[C:4]([O:6][CH3:7])=[O:5])=[CH:15][CH:14]=1. The yield is 0.880.